Dataset: Full USPTO retrosynthesis dataset with 1.9M reactions from patents (1976-2016). Task: Predict the reactants needed to synthesize the given product. (1) The reactants are: [CH3:1][C:2]([S:5]([NH2:7])=[O:6])([CH3:4])[CH3:3].[CH:8]1([CH:14]=O)[CH2:13][CH2:12][CH2:11][CH2:10][CH2:9]1.S([O-])([O-])(=O)=O.[Mg+2]. Given the product [CH:8]1([CH:14]=[N:7][S:5]([C:2]([CH3:4])([CH3:3])[CH3:1])=[O:6])[CH2:13][CH2:12][CH2:11][CH2:10][CH2:9]1, predict the reactants needed to synthesize it. (2) The reactants are: [O:1]1C=CC=[C:2]1[C:6]1[CH:10]=[C:9]([CH:11]([CH3:13])[CH3:12])[S:8][N:7]=1.[O-:14][Mn](=O)(=O)=O.[K+].[OH-].[Na+]. Given the product [CH:11]([C:9]1[S:8][N:7]=[C:6]([C:2]([OH:1])=[O:14])[CH:10]=1)([CH3:13])[CH3:12], predict the reactants needed to synthesize it. (3) Given the product [CH:1]([C:4]1[CH:12]=[C:11]([CH:13]([CH3:15])[CH3:14])[CH:10]=[C:6]([C:7]([NH2:27])=[O:8])[C:5]=1[OH:16])([CH3:3])[CH3:2], predict the reactants needed to synthesize it. The reactants are: [CH:1]([C:4]1[CH:12]=[C:11]([CH:13]([CH3:15])[CH3:14])[CH:10]=[C:6]([C:7](O)=[O:8])[C:5]=1[OH:16])([CH3:3])[CH3:2].ClCCl.C(Cl)(=O)C(Cl)=O.C[N:27](C=O)C. (4) Given the product [CH2:3]([O:5][CH:6]1[CH2:11][CH2:10][N:9]([C:12]([C:14]2[CH:15]=[C:16]([CH2:21][C:22]([C:24]3[C:25]([C:31]([O:33][CH3:34])=[O:32])=[C:26]([CH3:30])[N:27]([CH3:35])[C:28]=3[CH3:29])=[O:23])[CH:17]=[CH:18][C:19]=2[F:20])=[O:13])[CH2:8][CH2:7]1)[CH3:4], predict the reactants needed to synthesize it. The reactants are: IC.[CH2:3]([O:5][CH:6]1[CH2:11][CH2:10][N:9]([C:12]([C:14]2[CH:15]=[C:16]([CH2:21][C:22]([C:24]3[C:25]([C:31]([O:33][CH3:34])=[O:32])=[C:26]([CH3:30])[NH:27][C:28]=3[CH3:29])=[O:23])[CH:17]=[CH:18][C:19]=2[F:20])=[O:13])[CH2:8][CH2:7]1)[CH3:4].[C:35](=O)([O-])[O-].[K+].[K+].O. (5) Given the product [F:35][C:36]1[CH:41]=[C:40]([F:42])[CH:39]=[CH:38][C:37]=1[C:14]1[CH:15]=[C:10]([CH:5]([CH2:6][CH:7]([CH3:9])[CH3:8])[C:4]([OH:3])=[O:34])[CH:11]=[C:12]([C:24]2[CH:29]=[CH:28][C:27]([C:30]([F:33])([F:32])[F:31])=[CH:26][CH:25]=2)[CH:13]=1, predict the reactants needed to synthesize it. The reactants are: C([O:3][C:4](=[O:34])[CH:5]([C:10]1[CH:11]=[C:12]([C:24]2[CH:29]=[CH:28][C:27]([C:30]([F:33])([F:32])[F:31])=[CH:26][CH:25]=2)[CH:13]=[C:14](OS(C(F)(F)F)(=O)=O)[CH:15]=1)[CH2:6][CH:7]([CH3:9])[CH3:8])C.[F:35][C:36]1[CH:41]=[C:40]([F:42])[CH:39]=[CH:38][C:37]=1B(O)O. (6) Given the product [C:3]([O:7][C@@H:8]([C:15]1[C:16]([CH3:47])=[N:17][C:18]([CH3:46])=[C:19]([C:30]2[CH:31]=[CH:32][C:33]([O:36][CH2:37][CH2:38][C:39]3[CH:44]=[CH:43][C:42]([F:45])=[CH:41][CH:40]=3)=[CH:34][CH:35]=2)[C:20]=1[N:21]1[CH2:22][CH2:23][C:24]([C:28]#[N:29])([CH3:27])[CH2:25][CH2:26]1)[C:9]([OH:11])=[O:10])([CH3:6])([CH3:5])[CH3:4], predict the reactants needed to synthesize it. The reactants are: [OH-].[K+].[C:3]([O:7][C@@H:8]([C:15]1[C:16]([CH3:47])=[N:17][C:18]([CH3:46])=[C:19]([C:30]2[CH:35]=[CH:34][C:33]([O:36][CH2:37][CH2:38][C:39]3[CH:44]=[CH:43][C:42]([F:45])=[CH:41][CH:40]=3)=[CH:32][CH:31]=2)[C:20]=1[N:21]1[CH2:26][CH2:25][C:24]([C:28]#[N:29])([CH3:27])[CH2:23][CH2:22]1)[C:9]([O:11]C(C)C)=[O:10])([CH3:6])([CH3:5])[CH3:4].Cl. (7) Given the product [NH:13]1[CH2:14][CH2:15][CH:10]([CH2:9][CH2:8][NH:7][C:1](=[O:6])[C:2]([CH3:4])([CH3:3])[CH3:5])[CH2:11][CH2:12]1, predict the reactants needed to synthesize it. The reactants are: [C:1]([NH:7][CH2:8][CH2:9][CH:10]1[CH2:15][CH2:14][N:13](C(OC(C)(C)C)=O)[CH2:12][CH2:11]1)(=[O:6])[C:2]([CH3:5])([CH3:4])[CH3:3].Cl. (8) Given the product [CH3:1][C:2]1[CH:18]=[C:17]([CH:16]=[C:4]([O:5][C:6]2[CH:11]=[CH:10][C:9]([C:12]([F:14])([F:15])[F:13])=[CH:8][N:7]=2)[CH:3]=1)[CH:19]=[C:20]1[CH2:25][CH2:24][N:23]([C:33]([NH:32][C:28]2[CH:27]=[N:26][CH:31]=[CH:30][CH:29]=2)=[O:34])[CH2:22][CH2:21]1, predict the reactants needed to synthesize it. The reactants are: [CH3:1][C:2]1[CH:3]=[C:4]([CH:16]=[C:17]([CH:19]=[C:20]2[CH2:25][CH2:24][NH:23][CH2:22][CH2:21]2)[CH:18]=1)[O:5][C:6]1[CH:11]=[CH:10][C:9]([C:12]([F:15])([F:14])[F:13])=[CH:8][N:7]=1.[N:26]1[CH:31]=[CH:30][CH:29]=[C:28]([NH:32][C:33](=O)[O:34]C2C=CC=CC=2)[CH:27]=1.C(N(CC)CC)C.